This data is from Forward reaction prediction with 1.9M reactions from USPTO patents (1976-2016). The task is: Predict the product of the given reaction. (1) Given the reactants Cl.[CH3:2][O:3][C:4](=[O:14])[C@H:5]([CH2:7][C:8]1[CH:13]=[CH:12][CH:11]=[CH:10][CH:9]=1)[NH2:6].[OH:15][C:16]1[CH:21]=[CH:20][C:19]([C:22]2[CH:27]=[CH:26][C:25]([C:28](O)=[O:29])=[CH:24][CH:23]=2)=[CH:18][CH:17]=1.Cl.C(N=C=NCCCN(C)C)C.ON1C2C=CC=CC=2N=N1.C(N(CC)CC)C, predict the reaction product. The product is: [CH3:2][O:3][C:4](=[O:14])[CH:5]([NH:6][C:28]([C:25]1[CH:24]=[CH:23][C:22]([C:19]2[CH:20]=[CH:21][C:16]([OH:15])=[CH:17][CH:18]=2)=[CH:27][CH:26]=1)=[O:29])[CH2:7][C:8]1[CH:13]=[CH:12][CH:11]=[CH:10][CH:9]=1. (2) Given the reactants [CH3:1][O:2][C:3]([C:5]1[C:9]([NH:10][C:11](=[O:21])[CH2:12][O:13][C:14]2[CH:19]=[CH:18][C:17](I)=[CH:16][CH:15]=2)=[CH:8][S:7][CH:6]=1)=[O:4].C([Sn](CCCC)(CCCC)[C:27]1[N:32]=[CH:31][CH:30]=[CH:29][N:28]=1)CCC.C1([As](C2C=CC=CC=2)C2C=CC=CC=2)C=CC=CC=1, predict the reaction product. The product is: [CH3:1][O:2][C:3]([C:5]1[C:9]([NH:10][C:11](=[O:21])[CH2:12][O:13][C:14]2[CH:19]=[CH:18][C:17]([C:27]3[N:32]=[CH:31][CH:30]=[CH:29][N:28]=3)=[CH:16][CH:15]=2)=[CH:8][S:7][CH:6]=1)=[O:4]. (3) The product is: [CH2:28]([O:35][C:36]1[CH:63]=[C:62]([C:15]2[CH:16]=[CH:17][N:18]=[CH:19][CH:20]=2)[CH:61]=[CH:60][C:37]=1[C:38]([NH:40][C:41]1[CH:53]=[C:52]([C:54]2[CH:59]=[CH:58][CH:57]=[CH:56][CH:55]=2)[CH:51]=[CH:50][C:42]=1[C:43]([O:45][C:46]([CH3:49])([CH3:48])[CH3:47])=[O:44])=[O:39])[C:29]1[CH:30]=[CH:31][CH:32]=[CH:33][CH:34]=1. Given the reactants COCCOC.CC1(C)C(C)(C)OB([C:15]2[CH:20]=[CH:19][N:18]=[CH:17][CH:16]=2)O1.C(=O)([O-])[O-].[Na+].[Na+].[CH2:28]([O:35][C:36]1[CH:63]=[C:62](I)[CH:61]=[CH:60][C:37]=1[C:38]([NH:40][C:41]1[CH:53]=[C:52]([C:54]2[CH:59]=[CH:58][CH:57]=[CH:56][CH:55]=2)[CH:51]=[CH:50][C:42]=1[C:43]([O:45][C:46]([CH3:49])([CH3:48])[CH3:47])=[O:44])=[O:39])[C:29]1[CH:34]=[CH:33][CH:32]=[CH:31][CH:30]=1, predict the reaction product. (4) Given the reactants [CH2:1]([O:8][C@H:9]1[C@H:13]([O:14][CH2:15][C:16]2[CH:21]=[CH:20][CH:19]=[CH:18][CH:17]=2)[CH:12]=[N+:11]([O-:22])[C@@H:10]1[CH2:23][O:24][CH2:25][C:26]1[CH:31]=[CH:30][CH:29]=[CH:28][CH:27]=1)[C:2]1[CH:7]=[CH:6][CH:5]=[CH:4][CH:3]=1.[CH2:32]([Mg]Cl)[CH:33]=[CH2:34].[NH4+].[Cl-], predict the reaction product. The product is: [CH2:34]([C@@H:12]1[C@@H:13]([O:14][CH2:15][C:16]2[CH:21]=[CH:20][CH:19]=[CH:18][CH:17]=2)[C@H:9]([O:8][CH2:1][C:2]2[CH:3]=[CH:4][CH:5]=[CH:6][CH:7]=2)[C@@H:10]([CH2:23][O:24][CH2:25][C:26]2[CH:31]=[CH:30][CH:29]=[CH:28][CH:27]=2)[N:11]1[OH:22])[CH:33]=[CH2:32]. (5) Given the reactants [OH:1][C:2]1[C:3](=[O:36])[CH:4]=[C:5]([N:22]([CH3:35])[CH2:23][CH2:24][CH2:25][C:26]([O:28][CH2:29][CH2:30][CH2:31][CH2:32][CH2:33][CH3:34])=[O:27])[C:6](=[O:21])[C:7]=1[CH2:8][CH2:9][CH2:10][CH2:11][CH2:12][CH2:13][CH2:14][CH2:15][CH2:16][CH2:17][CH2:18][CH2:19][CH3:20].[C:37](=O)([O-])[O-].[K+].[K+].S(OC)(OC)(=O)=O, predict the reaction product. The product is: [CH3:37][O:1][C:2]1[C:3](=[O:36])[CH:4]=[C:5]([N:22]([CH3:35])[CH2:23][CH2:24][CH2:25][C:26]([O:28][CH2:29][CH2:30][CH2:31][CH2:32][CH2:33][CH3:34])=[O:27])[C:6](=[O:21])[C:7]=1[CH2:8][CH2:9][CH2:10][CH2:11][CH2:12][CH2:13][CH2:14][CH2:15][CH2:16][CH2:17][CH2:18][CH2:19][CH3:20]. (6) Given the reactants [CH:1]1([NH:4][CH:5]2[CH2:10][CH2:9][N:8]([C:11]3[CH:16]=[N:15][C:14]([CH2:17][CH3:18])=[CH:13][N:12]=3)[CH2:7][CH2:6]2)[CH2:3][CH2:2]1.[F:19][C:20]1[CH:21]=[C:22]([CH:26]=[CH:27][C:28]=1[C:29]1[O:33][CH:32]=[N:31][CH:30]=1)[C:23](O)=[O:24], predict the reaction product. The product is: [CH:1]1([N:4]([CH:5]2[CH2:10][CH2:9][N:8]([C:11]3[CH:16]=[N:15][C:14]([CH2:17][CH3:18])=[CH:13][N:12]=3)[CH2:7][CH2:6]2)[C:23](=[O:24])[C:22]2[CH:26]=[CH:27][C:28]([C:29]3[O:33][CH:32]=[N:31][CH:30]=3)=[C:20]([F:19])[CH:21]=2)[CH2:2][CH2:3]1. (7) Given the reactants O=C1C2C(=CC=CC=2)C(=O)[N:3]1[CH2:12][C@@H:13]([NH:25][C:26]([C:28]1[CH:32]=[C:31]([C:33]2[N:37]([CH3:38])[N:36]=[CH:35][CH:34]=2)[O:30][CH:29]=1)=[O:27])[CH2:14][C:15]1[CH:20]=[CH:19][CH:18]=[CH:17][C:16]=1[C:21]([F:24])([F:23])[F:22].CO.NN, predict the reaction product. The product is: [NH2:3][CH2:12][C@@H:13]([NH:25][C:26]([C:28]1[CH:32]=[C:31]([C:33]2[N:37]([CH3:38])[N:36]=[CH:35][CH:34]=2)[O:30][CH:29]=1)=[O:27])[CH2:14][C:15]1[CH:20]=[CH:19][CH:18]=[CH:17][C:16]=1[C:21]([F:24])([F:23])[F:22]. (8) Given the reactants [CH3:1][O:2][C:3](=[O:27])[CH2:4][C:5]1[CH:6]=[C:7]([C:13]2[CH:18]=[CH:17][C:16]([C:19]([F:22])([F:21])[F:20])=[CH:15][C:14]=2[CH2:23][NH:24][CH2:25][CH3:26])[C:8]([O:11][CH3:12])=[CH:9][CH:10]=1.[CH2:28]([O:35][CH2:36][C:37](Cl)=[O:38])[C:29]1[CH:34]=[CH:33][CH:32]=[CH:31][CH:30]=1, predict the reaction product. The product is: [CH3:1][O:2][C:3](=[O:27])[CH2:4][C:5]1[CH:6]=[C:7]([C:13]2[CH:18]=[CH:17][C:16]([C:19]([F:21])([F:20])[F:22])=[CH:15][C:14]=2[CH2:23][N:24]([C:37](=[O:38])[CH2:36][O:35][CH2:28][C:29]2[CH:34]=[CH:33][CH:32]=[CH:31][CH:30]=2)[CH2:25][CH3:26])[C:8]([O:11][CH3:12])=[CH:9][CH:10]=1.